Dataset: Reaction yield outcomes from USPTO patents with 853,638 reactions. Task: Predict the reaction yield, written as a fraction of the theoretical maximum amount of product (1.0 means a 100% yield; for example, 0.34 means a 34% yield). The reactants are O[CH2:2][C:3]1[CH:4]=[C:5]2[C:9](=[CH:10][CH:11]=1)[CH2:8][C@@H:7]([NH:12][S:13]([CH:16]([CH3:18])[CH3:17])(=[O:15])=[O:14])[CH2:6]2.S(Cl)(Cl)=O.[F:23][C:24]([F:35])([F:34])[C:25]1[C:29]([C:30]([OH:33])([CH3:32])[CH3:31])=[CH:28][NH:27][N:26]=1.C(=O)([O-])[O-].[K+].[K+]. The catalyst is C(Cl)Cl. The product is [OH:33][C:30]([C:29]1[C:25]([C:24]([F:35])([F:34])[F:23])=[N:26][N:27]([CH2:2][C:3]2[CH:4]=[C:5]3[C:9](=[CH:10][CH:11]=2)[CH2:8][C@@H:7]([NH:12][S:13]([CH:16]([CH3:18])[CH3:17])(=[O:15])=[O:14])[CH2:6]3)[CH:28]=1)([CH3:32])[CH3:31]. The yield is 0.194.